Predict the reaction yield, written as a fraction of the theoretical maximum amount of product (1.0 means a 100% yield; for example, 0.34 means a 34% yield). From a dataset of Reaction yield outcomes from USPTO patents with 853,638 reactions. (1) The reactants are [Cl-].O[NH3+:3].[C:4](=[O:7])([O-])[OH:5].[Na+].[CH:9]([O:12][C:13]1[CH:18]=[CH:17][C:16]([N:19]2[C:24](=[O:25])[C:23]([CH2:26][C:27]3[CH:32]=[CH:31][C:30]([C:33]4[C:34]([C:39]#[N:40])=[CH:35][CH:36]=[CH:37][CH:38]=4)=[CH:29][CH:28]=3)=[C:22]([CH2:41][CH2:42][CH3:43])[N:21]=[C:20]2[CH3:44])=[CH:15][CH:14]=1)([CH3:11])[CH3:10].O. The catalyst is CS(C)=O. The product is [CH:9]([O:12][C:13]1[CH:14]=[CH:15][C:16]([N:19]2[C:24](=[O:25])[C:23]([CH2:26][C:27]3[CH:32]=[CH:31][C:30]([C:33]4[CH:38]=[CH:37][CH:36]=[CH:35][C:34]=4[C:39]4[NH:3][C:4](=[O:7])[O:5][N:40]=4)=[CH:29][CH:28]=3)=[C:22]([CH2:41][CH2:42][CH3:43])[N:21]=[C:20]2[CH3:44])=[CH:17][CH:18]=1)([CH3:11])[CH3:10]. The yield is 0.850. (2) The reactants are Cl.[NH2:2][CH2:3][C:4]1[C:5]([F:13])=[C:6](B(O)O)[CH:7]=[CH:8][CH:9]=1.Br[C:15]1[CH:20]=[CH:19][C:18]([C:21]([F:24])([F:23])[F:22])=[CH:17][CH:16]=1.P([O-])([O-])([O-])=O.[K+].[K+].[K+].C(COC)OC.O. The catalyst is C(OCC)(=O)C.C1C=CC([P]([Pd]([P](C2C=CC=CC=2)(C2C=CC=CC=2)C2C=CC=CC=2)([P](C2C=CC=CC=2)(C2C=CC=CC=2)C2C=CC=CC=2)[P](C2C=CC=CC=2)(C2C=CC=CC=2)C2C=CC=CC=2)(C2C=CC=CC=2)C2C=CC=CC=2)=CC=1.CO.O. The product is [F:13][C:5]1[C:4]([CH2:3][NH2:2])=[CH:9][CH:8]=[CH:7][C:6]=1[C:15]1[CH:20]=[CH:19][C:18]([C:21]([F:24])([F:23])[F:22])=[CH:17][CH:16]=1. The yield is 0.0900. (3) The reactants are [H-].[Na+].[N:3]1[CH:8]=[CH:7][CH:6]=[C:5]([CH2:9][OH:10])[CH:4]=1.[CH:11]([CH:14]1[C:19]2[N:20]=[CH:21][NH:22][C:18]=2[CH2:17][CH2:16][N:15]1[C:23](OCC(Cl)(Cl)Cl)=[O:24])([CH3:13])[CH3:12]. The catalyst is C1COCC1. The product is [CH:11]([CH:14]1[C:19]2[N:20]=[CH:21][NH:22][C:18]=2[CH2:17][CH2:16][N:15]1[C:23]([O:10][CH2:9][C:5]1[CH:4]=[N:3][CH:8]=[CH:7][CH:6]=1)=[O:24])([CH3:13])[CH3:12]. The yield is 0.0380.